Dataset: Reaction yield outcomes from USPTO patents with 853,638 reactions. Task: Predict the reaction yield, written as a fraction of the theoretical maximum amount of product (1.0 means a 100% yield; for example, 0.34 means a 34% yield). The reactants are [C:1]([O:5][C:6]([N:8]1[CH2:13][CH:12]=[C:11]([C:14]2[CH:15]=[C:16]3[C:25](=[CH:26][C:27]=2[C:28]2[CH:33]=[CH:32][CH:31]=[CH:30][C:29]=2[F:34])[O:24][CH2:23][C:22]2[N:17]3[C@H:18]([CH3:36])[C:19](=[O:35])[NH:20][N:21]=2)[CH2:10][CH2:9]1)=[O:7])([CH3:4])([CH3:3])[CH3:2]. The catalyst is CO.[Pd]. The product is [C:1]([O:5][C:6]([N:8]1[CH2:9][CH2:10][CH:11]([C:14]2[CH:15]=[C:16]3[C:25](=[CH:26][C:27]=2[C:28]2[CH:33]=[CH:32][CH:31]=[CH:30][C:29]=2[F:34])[O:24][CH2:23][C:22]2[N:17]3[C@H:18]([CH3:36])[C:19](=[O:35])[NH:20][N:21]=2)[CH2:12][CH2:13]1)=[O:7])([CH3:4])([CH3:2])[CH3:3]. The yield is 0.800.